Dataset: Full USPTO retrosynthesis dataset with 1.9M reactions from patents (1976-2016). Task: Predict the reactants needed to synthesize the given product. (1) Given the product [CH3:7][C:6]1[C:8]2[C:9](=[N:10][CH:11]=[CH:12][CH:13]=2)[NH:14][CH:15]=1, predict the reactants needed to synthesize it. The reactants are: C([Li])CCC.[CH2:6]([C:8]1[C:9]([NH:14][C:15](=O)OC(C)(C)C)=[N:10][CH:11]=[CH:12][CH:13]=1)[CH3:7].Cl.[OH-].[Na+]. (2) Given the product [Br:14][C:15]1[CH:20]=[CH:19][C:18]([S:21]([NH:1][C:2]2[C:11]([F:12])=[CH:10][C:5]([C:6]([O:8][CH3:9])=[O:7])=[C:4]([F:13])[CH:3]=2)(=[O:23])=[O:22])=[CH:17][CH:16]=1, predict the reactants needed to synthesize it. The reactants are: [NH2:1][C:2]1[C:11]([F:12])=[CH:10][C:5]([C:6]([O:8][CH3:9])=[O:7])=[C:4]([F:13])[CH:3]=1.[Br:14][C:15]1[CH:20]=[CH:19][C:18]([S:21](Cl)(=[O:23])=[O:22])=[CH:17][CH:16]=1.N1C=CC=CC=1. (3) Given the product [C:24]([C:20]1[CH:19]=[C:18]([CH:23]=[CH:22][CH:21]=1)[CH2:17][N:12]1[C@@H:11]2[C@H:15]([C@H:7]([CH2:6][C:5]3[CH:30]=[C:31]([F:32])[C:2]([NH:1][C:46](=[O:47])[CH2:45][Cl:44])=[C:3]([CH2:33][CH3:34])[CH:4]=3)[CH2:8][S:9](=[O:28])(=[O:29])[CH2:10]2)[O:14][C:13]1=[O:16])([CH3:26])([CH3:27])[CH3:25], predict the reactants needed to synthesize it. The reactants are: [NH2:1][C:2]1[C:31]([F:32])=[CH:30][C:5]([CH2:6][C@H:7]2[C@H:15]3[C@@H:11]([N:12]([CH2:17][C:18]4[CH:23]=[CH:22][CH:21]=[C:20]([C:24]([CH3:27])([CH3:26])[CH3:25])[CH:19]=4)[C:13](=[O:16])[O:14]3)[CH2:10][S:9](=[O:29])(=[O:28])[CH2:8]2)=[CH:4][C:3]=1[CH2:33][CH3:34].CCN(C(C)C)C(C)C.[Cl:44][CH2:45][C:46](Cl)=[O:47].C([O-])(O)=O.[Na+]. (4) Given the product [N+:1]([C:4]1[CH:5]=[CH:6][C:7]([C:10]([NH:13][C:20](=[O:21])[O:22][C:23]([CH3:26])([CH3:25])[CH3:24])([CH3:11])[CH3:12])=[CH:8][CH:9]=1)([O-:3])=[O:2], predict the reactants needed to synthesize it. The reactants are: [N+:1]([C:4]1[CH:9]=[CH:8][C:7]([C:10]([NH2:13])([CH3:12])[CH3:11])=[CH:6][CH:5]=1)([O-:3])=[O:2].C([O-])([O-])=O.[Na+].[Na+].[C:20](O[C:20]([O:22][C:23]([CH3:26])([CH3:25])[CH3:24])=[O:21])([O:22][C:23]([CH3:26])([CH3:25])[CH3:24])=[O:21]. (5) Given the product [F:1][C:2]1[CH:3]=[CH:4][C:5]([O:32][CH3:33])=[C:6]([C:8]([CH3:30])([CH3:31])[CH2:9][C:10]([OH:29])([C:25]([F:27])([F:28])[F:26])[CH2:11][N:12]2[C:21]3[C:16](=[CH:17][CH:18]=[CH:19][CH:20]=3)[C:15](=[O:22])[C:14]([CH2:23][O:24][CH3:34])=[CH:13]2)[CH:7]=1, predict the reactants needed to synthesize it. The reactants are: [F:1][C:2]1[CH:3]=[CH:4][C:5]([O:32][CH3:33])=[C:6]([C:8]([CH3:31])([CH3:30])[CH2:9][C:10]([OH:29])([C:25]([F:28])([F:27])[F:26])[CH2:11][N:12]2[C:21]3[C:16](=[CH:17][CH:18]=[CH:19][CH:20]=3)[C:15](=[O:22])[C:14]([CH2:23][OH:24])=[CH:13]2)[CH:7]=1.[CH3:34]I. (6) Given the product [F:3][C:4]1[CH:31]=[CH:30][C:7]2[NH:8][C:9]([CH:11]([NH2:22])[CH2:12][C:13]3[CH:18]=[CH:17][C:16]([O:19][CH3:20])=[C:15]([F:21])[CH:14]=3)=[N:10][C:6]=2[CH:5]=1, predict the reactants needed to synthesize it. The reactants are: N#N.[F:3][C:4]1[CH:31]=[CH:30][C:7]2[NH:8][C:9]([CH:11]([NH:22]C(=O)OC(C)(C)C)[CH2:12][C:13]3[CH:18]=[CH:17][C:16]([O:19][CH3:20])=[C:15]([F:21])[CH:14]=3)=[N:10][C:6]=2[CH:5]=1.Cl.